Dataset: Forward reaction prediction with 1.9M reactions from USPTO patents (1976-2016). Task: Predict the product of the given reaction. Given the reactants [C@H:1]12[CH2:6][C@H:5]1[CH2:4][C@@H:3]([CH2:7][NH:8][C:9]([C:11]1[N:18]3[C:14]([S:15][CH:16]=[CH:17]3)=[N:13][C:12]=1[CH3:19])=[O:10])[NH:2]2.[CH3:20][C:21]1[S:22][C:23]([C:29]2[CH:30]=[C:31]([CH3:35])[CH:32]=[CH:33][CH:34]=2)=[C:24]([C:26](O)=[O:27])[N:25]=1, predict the reaction product. The product is: [CH3:20][C:21]1[S:22][C:23]([C:29]2[CH:30]=[C:31]([CH3:35])[CH:32]=[CH:33][CH:34]=2)=[C:24]([C:26]([N:2]2[C@H:3]([CH2:7][NH:8][C:9]([C:11]3[N:18]4[C:14]([S:15][CH:16]=[CH:17]4)=[N:13][C:12]=3[CH3:19])=[O:10])[CH2:4][C@H:5]3[C@@H:1]2[CH2:6]3)=[O:27])[N:25]=1.